This data is from Full USPTO retrosynthesis dataset with 1.9M reactions from patents (1976-2016). The task is: Predict the reactants needed to synthesize the given product. (1) Given the product [CH2:9]([C:7]1[CH:8]=[C:3]([CH2:2][S:18][C:16]2[N:15]=[C:14]([OH:19])[CH:13]=[C:12]([CH3:11])[N:17]=2)[CH:4]=[N:5][CH:6]=1)[CH3:10], predict the reactants needed to synthesize it. The reactants are: Br[CH2:2][C:3]1[CH:4]=[N:5][CH:6]=[C:7]([CH2:9][CH3:10])[CH:8]=1.[CH3:11][C:12]1[N:17]=[C:16]([SH:18])[N:15]=[C:14]([OH:19])[CH:13]=1.C(N(CC)CC)C.CCOCC. (2) Given the product [C:25]([CH2:24][N:15]1[CH2:14][CH2:13][N:12]2[CH2:23][CH2:22][CH2:21][N:18]([CH2:19][CH2:20][N:9]([CH2:8][C:1]([OH:3])=[O:2])[CH2:10][CH2:11]2)[CH2:17][CH2:16]1)([OH:27])=[O:26], predict the reactants needed to synthesize it. The reactants are: [C:1]([CH2:8][N:9]1[CH2:20][CH2:19][N:18]2[CH2:21][CH2:22][CH2:23][N:12]([CH2:13][CH2:14][N:15]([CH2:24][C:25]([O:27]C(C)(C)C)=[O:26])[CH2:16][CH2:17]2)[CH2:11][CH2:10]1)([O:3]C(C)(C)C)=[O:2]. (3) Given the product [ClH:16].[NH2:7][CH2:6][CH:5]([CH3:15])[O:4][CH2:3][CH2:2][OH:1], predict the reactants needed to synthesize it. The reactants are: [OH:1][CH2:2][CH2:3][O:4][CH:5]([CH3:15])[CH2:6][NH:7]C(=O)OC(C)(C)C.[ClH:16]. (4) Given the product [CH3:2][O:3][CH2:4][CH2:5][O:6][CH:7]1[CH2:16][CH2:15][C:10](=[O:11])[CH2:9][CH2:8]1, predict the reactants needed to synthesize it. The reactants are: Cl.[CH3:2][O:3][CH2:4][CH2:5][O:6][CH:7]1[CH2:16][CH2:15][C:10]2(OCC[O:11]2)[CH2:9][CH2:8]1.